From a dataset of Forward reaction prediction with 1.9M reactions from USPTO patents (1976-2016). Predict the product of the given reaction. (1) Given the reactants [CH2:1]([O:3][C:4]([C:6]1[C:11]([NH2:12])=[CH:10][CH:9]=[C:8](Br)[N:7]=1)=[O:5])[CH3:2].[Cu][C:15]#[N:16], predict the reaction product. The product is: [CH2:1]([O:3][C:4]([C:6]1[C:11]([NH2:12])=[CH:10][CH:9]=[C:8]([C:15]#[N:16])[N:7]=1)=[O:5])[CH3:2]. (2) The product is: [N:12]1[CH:13]=[CH:14][CH:15]=[C:10]([C:7]2[CH:8]=[CH:9][C:4]([C:3]([OH:16])=[O:2])=[CH:5][CH:6]=2)[CH:11]=1. Given the reactants C[O:2][C:3](=[O:16])[C:4]1[CH:9]=[CH:8][C:7]([C:10]2[CH:11]=[N:12][CH:13]=[CH:14][CH:15]=2)=[CH:6][CH:5]=1.[OH-].[Na+], predict the reaction product.